The task is: Predict the reaction yield, written as a fraction of the theoretical maximum amount of product (1.0 means a 100% yield; for example, 0.34 means a 34% yield).. This data is from Reaction yield outcomes from USPTO patents with 853,638 reactions. (1) The reactants are [CH3:1][O:2][C:3]1[CH:8]=[CH:7][C:6]([C:9]2[CH:14]=[CH:13][C:12]([S:15]([NH:18][CH2:19][C:20]#[C:21][C:22]3[CH:27]=[CH:26][CH:25]=[CH:24][CH:23]=3)(=[O:17])=[O:16])=[CH:11][CH:10]=2)=[CH:5][CH:4]=1.[Si]([N:32]=[N+:33]=[N-:34])(C)(C)C. The catalyst is CN(C=O)C.CO. The product is [CH3:1][O:2][C:3]1[CH:4]=[CH:5][C:6]([C:9]2[CH:14]=[CH:13][C:12]([S:15]([NH:18][CH2:19][C:20]3[NH:34][N:33]=[N:32][C:21]=3[C:22]3[CH:27]=[CH:26][CH:25]=[CH:24][CH:23]=3)(=[O:17])=[O:16])=[CH:11][CH:10]=2)=[CH:7][CH:8]=1. The yield is 0.0290. (2) The reactants are [CH3:1][C@:2]1([OH:9])[CH2:8][C:6](=[O:7])[O:5][CH2:4][CH2:3]1.[NH2:10][CH2:11][CH2:12][CH2:13][CH2:14][CH2:15][OH:16]. The catalyst is C1COCC1. The product is [OH:9][C:2]([CH3:1])([CH2:3][CH2:4][OH:5])[CH2:8][C:6]([NH:10][CH2:11][CH2:12][CH2:13][CH2:14][CH2:15][OH:16])=[O:7]. The yield is 0.930. (3) The reactants are Br[C:2]1[CH:3]=[N:4][CH:5]=[CH:6][CH:7]=1.C([Mg]Cl)(C)C.[F:13][C:14]1[CH:19]=[CH:18][C:17]([B:20]2[O:24][CH2:23]CO2)=[C:16](COCOC)[CH:15]=1.Cl. The catalyst is C1COCC1.O. The product is [F:13][C:14]1[CH:15]=[CH:16][C:17]2[B:20]([C:2]3[CH:3]=[N:4][CH:5]=[CH:6][CH:7]=3)[O:24][CH2:23][C:18]=2[CH:19]=1. The yield is 0.0770. (4) The reactants are [CH:1]([NH:4][C:5]1[CH:10]=[CH:9][CH:8]=[CH:7][C:6]=1[CH2:11][OH:12])([CH3:3])[CH3:2]. The catalyst is C1(C)C=CC=CC=1.[O-2].[O-2].[Mn+4]. The product is [CH:1]([NH:4][C:5]1[CH:10]=[CH:9][CH:8]=[CH:7][C:6]=1[CH:11]=[O:12])([CH3:3])[CH3:2]. The yield is 0.900. (5) The reactants are F[C:2]1[C:7]([N+:8]([O-:10])=[O:9])=[CH:6][CH:5]=[C:4]([F:11])[N:3]=1.[CH2:12]([NH2:14])[CH3:13]. The catalyst is C1COCC1. The product is [CH2:12]([NH:14][C:2]1[C:7]([N+:8]([O-:10])=[O:9])=[CH:6][CH:5]=[C:4]([F:11])[N:3]=1)[CH3:13]. The yield is 0.820. (6) The reactants are [CH2:1]([CH:3]([CH2:18][CH2:19][CH2:20][CH3:21])[CH2:4][O:5][P:6]([O-:17])([O:8][CH2:9][CH:10]([CH2:15][CH3:16])[CH2:11][CH2:12][CH2:13][CH3:14])=[O:7])[CH3:2].[Br-].[CH3:23][N+:24]1[CH:28]=[CH:27][N:26]([CH2:29][CH2:30][CH2:31][CH2:32][CH2:33][CH2:34][CH2:35][CH2:36][CH2:37][CH3:38])[CH:25]=1.[OH-].[Na+]. The catalyst is CC(C)=O.O. The product is [CH2:1]([CH:3]([CH2:18][CH2:19][CH2:20][CH3:21])[CH2:4][O:5][P:6]([O-:17])([O:8][CH2:9][CH:10]([CH2:15][CH3:16])[CH2:11][CH2:12][CH2:13][CH3:14])=[O:7])[CH3:2].[CH3:23][N+:24]1[CH:28]=[CH:27][N:26]([CH2:29][CH2:30][CH2:31][CH2:32][CH2:33][CH2:34][CH2:35][CH2:36][CH2:37][CH3:38])[CH:25]=1. The yield is 0.900. (7) The reactants are [C:1]([C:4]1[CH:44]=[CH:43][C:7]([O:8][C@H:9]2[CH2:14][CH2:13][C@H:12]([N:15]3[C:20](=[O:21])[C:19]([CH2:22][C:23]4[CH:28]=[CH:27][C:26]([C:29]5[C:30]([C:35]#[N:36])=[CH:31][CH:32]=[CH:33][CH:34]=5)=[CH:25][CH:24]=4)=[C:18]([CH2:37][CH2:38][CH3:39])[N:17]4[N:40]=[CH:41][N:42]=[C:16]34)[CH2:11][CH2:10]2)=[CH:6][CH:5]=1)(=[O:3])[CH3:2].[CH3:45][Mg]Br.Cl. The catalyst is O1CCCC1. The product is [OH:3][C:1]([C:4]1[CH:5]=[CH:6][C:7]([O:8][C@H:9]2[CH2:14][CH2:13][C@H:12]([N:15]3[C:20](=[O:21])[C:19]([CH2:22][C:23]4[CH:28]=[CH:27][C:26]([C:29]5[C:30]([C:35]#[N:36])=[CH:31][CH:32]=[CH:33][CH:34]=5)=[CH:25][CH:24]=4)=[C:18]([CH2:37][CH2:38][CH3:39])[N:17]4[N:40]=[CH:41][N:42]=[C:16]34)[CH2:11][CH2:10]2)=[CH:43][CH:44]=1)([CH3:45])[CH3:2]. The yield is 0.600.